Task: Predict the reactants needed to synthesize the given product.. Dataset: Full USPTO retrosynthesis dataset with 1.9M reactions from patents (1976-2016) (1) Given the product [Cl:34][C:28]1[CH:29]=[CH:30][CH:31]=[C:32]([Cl:33])[C:27]=1[C:25]([NH:24][C@H:23]([C:35]([OH:37])=[O:36])[CH2:22][C:21]1[CH:20]=[CH:19][C:18]([O:17][CH2:16][CH2:15][C:13]2[CH:12]=[CH:11][C:10]([O:41][CH3:42])=[C:9]([NH:8][CH3:6])[N:14]=2)=[CH:40][CH:39]=1)=[O:26], predict the reactants needed to synthesize it. The reactants are: C(O[C:6]([N:8](C)[C:9]1[N:14]=[C:13]([CH2:15][CH2:16][O:17][C:18]2[CH:40]=[CH:39][C:21]([CH2:22][C@@H:23]([C:35]([O:37]C)=[O:36])[NH:24][C:25]([C:27]3[C:32]([Cl:33])=[CH:31][CH:30]=[CH:29][C:28]=3[Cl:34])=[O:26])=[CH:20][CH:19]=2)[CH:12]=[CH:11][C:10]=1[O:41][CH3:42])=O)(C)(C)C.C(O)(C(F)(F)F)=O.N. (2) Given the product [OH:12][C:10]1[C:9]2[C:4](=[CH:5][C:6]([O:13][CH2:21][C:22]3[CH:29]=[CH:28][C:25]([C:26]#[N:27])=[CH:24][CH:23]=3)=[CH:7][CH:8]=2)[N:3]=[C:2]([CH3:1])[CH:11]=1, predict the reactants needed to synthesize it. The reactants are: [CH3:1][C:2]1[CH:11]=[C:10]([OH:12])[C:9]2[C:4](=[CH:5][C:6]([OH:13])=[CH:7][CH:8]=2)[N:3]=1.C(=O)([O-])[O-].[K+].[K+].Br[CH2:21][C:22]1[CH:29]=[CH:28][C:25]([C:26]#[N:27])=[CH:24][CH:23]=1.CCOC(C)=O.O.